The task is: Predict the product of the given reaction.. This data is from Forward reaction prediction with 1.9M reactions from USPTO patents (1976-2016). (1) Given the reactants [C:1]([C@@H:4]1[CH2:9][CH2:8][CH2:7][CH2:6][C@H:5]1[N:10]([CH2:21][C:22]1[CH:27]=[CH:26][C:25]([C:28]2[O:29][CH:30]=[CH:31][N:32]=2)=[CH:24][C:23]=1[F:33])[S:11]([C:14]1[CH:19]=[CH:18][C:17]([Cl:20])=[CH:16][CH:15]=1)(=[O:13])=[O:12])(=[O:3])[CH3:2].[CH3:34][Mg]Br.C1(C)C=CC=CC=1.O1CCCC1, predict the reaction product. The product is: [Cl:20][C:17]1[CH:16]=[CH:15][C:14]([S:11]([N:10]([CH2:21][C:22]2[CH:27]=[CH:26][C:25]([C:28]3[O:29][CH:30]=[CH:31][N:32]=3)=[CH:24][C:23]=2[F:33])[C@@H:5]2[CH2:6][CH2:7][CH2:8][CH2:9][C@H:4]2[C:1]([OH:3])([CH3:34])[CH3:2])(=[O:13])=[O:12])=[CH:19][CH:18]=1. (2) Given the reactants I[C:2]1[CH:3]=[C:4]([CH3:9])[CH:5]=[C:6]([CH3:8])[CH:7]=1.[C:10]1([SH:16])[CH:15]=[CH:14][CH:13]=[CH:12][CH:11]=1.C([O-])([O-])=O.[K+].[K+].C(O)CO, predict the reaction product. The product is: [C:10]1([S:16][C:2]2[CH:3]=[C:4]([CH3:9])[CH:5]=[C:6]([CH3:8])[CH:7]=2)[CH:15]=[CH:14][CH:13]=[CH:12][CH:11]=1. (3) The product is: [F:20][C:5]([F:4])([F:19])[C:6]1[N:11]=[C:10]([SH:12])[CH:9]=[CH:8][CH:7]=1. Given the reactants C[O-].[Na+].[F:4][C:5]([F:20])([F:19])[C:6]1[N:11]=[C:10]([S:12]CCC(OC)=O)[CH:9]=[CH:8][CH:7]=1, predict the reaction product.